This data is from Full USPTO retrosynthesis dataset with 1.9M reactions from patents (1976-2016). The task is: Predict the reactants needed to synthesize the given product. (1) Given the product [C:31]([O:1][CH2:2][C:3]1[CH:8]=[C:7]([CH3:9])[CH:6]=[C:5]([N:10]2[N:14]=[C:13]3[CH:15]=[CH:16][C:17]([C:19]([F:22])([F:21])[F:20])=[CH:18][C:12]3=[N:11]2)[C:4]=1[OH:23])(=[O:35])[C:32]([CH3:34])=[CH2:33], predict the reactants needed to synthesize it. The reactants are: [OH:1][CH2:2][C:3]1[CH:8]=[C:7]([CH3:9])[CH:6]=[C:5]([N:10]2[N:14]=[C:13]3[CH:15]=[CH:16][C:17]([C:19]([F:22])([F:21])[F:20])=[CH:18][C:12]3=[N:11]2)[C:4]=1[OH:23].C(N(CC)CC)C.[C:31](Cl)(=[O:35])[C:32]([CH3:34])=[CH2:33]. (2) Given the product [F:36][CH:2]([F:1])[C:3]([NH:5][CH2:6][C@@H:7]1[O:11][C:10](=[O:12])[N:9]([C:13]2[CH:18]=[CH:17][C:16]([N:19]3[CH2:20][CH2:21][NH:22][CH2:23][CH2:24]3)=[C:15]([F:35])[CH:14]=2)[CH2:8]1)=[O:4], predict the reactants needed to synthesize it. The reactants are: [F:1][CH:2]([F:36])[C:3]([NH:5][CH2:6][C@@H:7]1[O:11][C:10](=[O:12])[N:9]([C:13]2[CH:18]=[CH:17][C:16]([N:19]3[CH2:24][CH2:23][N:22](C(OCC4C=CC=CC=4)=O)[CH2:21][CH2:20]3)=[C:15]([F:35])[CH:14]=2)[CH2:8]1)=[O:4].Cl.